From a dataset of CYP1A2 inhibition data for predicting drug metabolism from PubChem BioAssay. Regression/Classification. Given a drug SMILES string, predict its absorption, distribution, metabolism, or excretion properties. Task type varies by dataset: regression for continuous measurements (e.g., permeability, clearance, half-life) or binary classification for categorical outcomes (e.g., BBB penetration, CYP inhibition). Dataset: cyp1a2_veith. (1) The result is 0 (non-inhibitor). The molecule is NCC[C@@H](N)CSP(=O)(O)O. (2) The drug is COc1cccc(-c2cc(NCCc3c[nH]c4ccc(OC)cc34)ncn2)c1. The result is 1 (inhibitor). (3) The result is 0 (non-inhibitor). The drug is CC[C@@H](CO)NCCN[C@H](CC)CO. (4) The compound is COCCn1c(=O)c(CCc2ccccc2)nc2cnc(N3CCOCC3)nc21. The result is 1 (inhibitor). (5) The molecule is CC(C)(C)c1o[nH]c(=O)c1C[C@H](N)C(=O)O. The result is 0 (non-inhibitor).